This data is from Forward reaction prediction with 1.9M reactions from USPTO patents (1976-2016). The task is: Predict the product of the given reaction. (1) Given the reactants C[O:2][C:3]1[C:12]([C:13]([OH:15])=[O:14])=[C:11]2[C:6]([CH:7]=[CH:8][CH:9]=[N:10]2)=[CH:5][CH:4]=1, predict the reaction product. The product is: [OH:2][C:3]1[C:12]([C:13]([OH:15])=[O:14])=[C:11]2[C:6]([CH:7]=[CH:8][CH:9]=[N:10]2)=[CH:5][CH:4]=1. (2) Given the reactants [Cl:1][C:2]1[CH:7]=[CH:6][N:5]=[C:4]([NH2:8])[CH:3]=1.[Br:9][CH2:10][C:11](=O)[CH2:12]Br, predict the reaction product. The product is: [Br:9][CH2:10][C:11]1[N:8]=[C:4]2[CH:3]=[C:2]([Cl:1])[CH:7]=[CH:6][N:5]2[CH:12]=1. (3) Given the reactants [C:1]([C:5]1[CH:21]=[CH:20][C:8]([C:9]([NH:11][C:12]2[C:17]([Br:18])=[CH:16][CH:15]=[CH:14][C:13]=2[Br:19])=O)=[CH:7][CH:6]=1)([CH3:4])([CH3:3])[CH3:2].COC1C=CC(P2(SP(C3C=CC(OC)=CC=3)(=S)S2)=[S:31])=CC=1, predict the reaction product. The product is: [C:1]([C:5]1[CH:21]=[CH:20][C:8]([C:9](=[S:31])[NH:11][C:12]2[C:17]([Br:18])=[CH:16][CH:15]=[CH:14][C:13]=2[Br:19])=[CH:7][CH:6]=1)([CH3:4])([CH3:3])[CH3:2]. (4) Given the reactants [NH2:1][C:2]1[C:3]([O:17][CH3:18])=[CH:4][C:5]2[CH2:11][N:10]([CH2:12][CH3:13])[CH2:9][C:8](=[O:14])[N:7]([CH3:15])[C:6]=2[CH:16]=1.Cl[C:20]1[N:25]=[C:24]([NH:26][C:27]2[CH:28]=[CH:29][C:30]([O:43][CH3:44])=[C:31]([CH:42]=2)[CH2:32][N:33]([CH2:39][CH2:40][OH:41])C(NCC)=O)[C:23]([Cl:45])=[CH:22][N:21]=1, predict the reaction product. The product is: [Cl:45][C:23]1[C:24]([NH:26][C:27]2[CH:28]=[CH:29][C:30]([O:43][CH3:44])=[C:31]([CH2:32][NH:33][CH2:39][CH2:40][OH:41])[CH:42]=2)=[N:25][C:20]([NH:1][C:2]2[C:3]([O:17][CH3:18])=[CH:4][C:5]3[CH2:11][N:10]([CH2:12][CH3:13])[CH2:9][C:8](=[O:14])[N:7]([CH3:15])[C:6]=3[CH:16]=2)=[N:21][CH:22]=1. (5) Given the reactants [NH2:1][C:2]1[CH:9]=[CH:8][C:5]([C:6]#[N:7])=[CH:4][C:3]=1[N+:10]([O-:12])=[O:11].[C:13]1([CH2:19][C:20](Cl)=[O:21])[CH:18]=[CH:17][CH:16]=[CH:15][CH:14]=1.[OH-].[Na+], predict the reaction product. The product is: [C:6]([C:5]1[CH:8]=[CH:9][C:2]([NH:1][C:20](=[O:21])[CH2:19][C:13]2[CH:18]=[CH:17][CH:16]=[CH:15][CH:14]=2)=[C:3]([N+:10]([O-:12])=[O:11])[CH:4]=1)#[N:7].